This data is from Forward reaction prediction with 1.9M reactions from USPTO patents (1976-2016). The task is: Predict the product of the given reaction. Given the reactants Br[C:2]1[C:3]([O:8][C:9]2[CH:14]=[CH:13][C:12]([C:15]([C:17]3[NH:18][C:19]4[C:20]([N:25]=3)=[N:21][CH:22]=[CH:23][CH:24]=4)=[O:16])=[CH:11][CH:10]=2)=[N:4][CH:5]=[CH:6][CH:7]=1.[N:26]1[CH:31]=[CH:30][CH:29]=[C:28](B(O)O)[CH:27]=1.C(=O)([O-])[O-].[Na+].[Na+], predict the reaction product. The product is: [N:4]1[CH:5]=[CH:6][CH:7]=[C:2]([C:28]2[CH:27]=[N:26][CH:31]=[CH:30][CH:29]=2)[C:3]=1[O:8][C:9]1[CH:14]=[CH:13][C:12]([C:15]([C:17]2[NH:18][C:19]3[C:20]([N:25]=2)=[N:21][CH:22]=[CH:23][CH:24]=3)=[O:16])=[CH:11][CH:10]=1.